This data is from Retrosynthesis with 50K atom-mapped reactions and 10 reaction types from USPTO. The task is: Predict the reactants needed to synthesize the given product. (1) Given the product O=C1c2ccccc2C(=O)N1c1ccc(Cl)c(CBr)n1, predict the reactants needed to synthesize it. The reactants are: Cc1nc(N2C(=O)c3ccccc3C2=O)ccc1Cl.O=C1CCC(=O)N1Br. (2) The reactants are: CCCSCCCBr.CCNCC(O)c1ccc(C#N)cc1. Given the product CCCSCCCN(CC)CC(O)c1ccc(C#N)cc1, predict the reactants needed to synthesize it. (3) Given the product Cc1cc(N2C[C@H](S(=O)(=O)c3ccccc3C(F)(F)F)C[C@H]2C(=O)O)n(-c2ccnc3ccccc23)n1, predict the reactants needed to synthesize it. The reactants are: COC(=O)[C@@H]1C[C@@H](S(=O)(=O)c2ccccc2C(F)(F)F)CN1c1cc(C)nn1-c1ccnc2ccccc12. (4) The reactants are: COC(=O)c1ccc2c(=O)[nH]c(CC(C)C)nc2c1. Given the product CC(C)Cc1nc2cc(C(=O)O)ccc2c(=O)[nH]1, predict the reactants needed to synthesize it. (5) Given the product COc1cccc2c1CCC(N(C)C)C2, predict the reactants needed to synthesize it. The reactants are: CNC.COc1cccc2c1CCC(=O)C2. (6) Given the product O=C1[C@H](CC[C@H](O)c2ccc(F)cc2)[C@@H](c2ccc(OCc3ccccc3)cc2)N1c1ccc(F)cc1, predict the reactants needed to synthesize it. The reactants are: O=C(CC[C@H]1C(=O)N(c2ccc(F)cc2)[C@@H]1c1ccc(OCc2ccccc2)cc1)c1ccc(F)cc1. (7) Given the product Cc1nn(C)cc1-n1c(=O)n(C)c2cnc3ccc(-c4cncc(OC(CF)CF)c4)cc3c21, predict the reactants needed to synthesize it. The reactants are: CC1(C)OB(c2cncc(OC(CF)CF)c2)OC1(C)C.Cc1nn(C)cc1-n1c(=O)n(C)c2cnc3ccc(Br)cc3c21.